Dataset: Catalyst prediction with 721,799 reactions and 888 catalyst types from USPTO. Task: Predict which catalyst facilitates the given reaction. (1) Reactant: [N+:1]([C:4]1[CH:5]=[C:6]2[CH2:14][CH2:13][CH2:12][CH2:11][CH:10]([O:15][C:16](=[O:19])[O:17][CH3:18])[C:7]2=[N:8][CH:9]=1)([O-])=O.O.O.Cl[Sn]Cl.C([O-])([O-])=O.[Na+].[Na+].O. Product: [CH3:18][O:17][C:16](=[O:19])[O:15][CH:10]1[C:7]2=[N:8][CH:9]=[C:4]([NH2:1])[CH:5]=[C:6]2[CH2:14][CH2:13][CH2:12][CH2:11]1. The catalyst class is: 13. (2) Reactant: [H-].[Na+].[Cl:3][C:4]1[CH:9]=[CH:8][C:7]([C:10]2[C:15]([C:16]([NH:18][CH3:19])=[O:17])=[CH:14][N:13]=[CH:12][CH:11]=2)=[C:6](F)[CH:5]=1. Product: [Cl:3][C:4]1[CH:9]=[CH:8][C:7]2[C:10]3[C:15](=[CH:14][N:13]=[CH:12][CH:11]=3)[C:16](=[O:17])[N:18]([CH3:19])[C:6]=2[CH:5]=1. The catalyst class is: 1. (3) Reactant: [CH2:1]([C:3]([C:13]1[C:21]2[C:16](=[C:17]([NH2:22])[CH:18]=[CH:19][CH:20]=2)[N:15]([CH3:23])[CH:14]=1)([C:6]1[CH:11]=[CH:10][C:9]([F:12])=[CH:8][CH:7]=1)[CH2:4][CH3:5])[CH3:2].[CH3:24][S:25](Cl)(=[O:27])=[O:26].N1C=CC=CC=1.C(=O)(O)[O-].[Na+]. Product: [CH2:1]([C:3]([C:13]1[C:21]2[C:16](=[C:17]([NH:22][S:25]([CH3:24])(=[O:27])=[O:26])[CH:18]=[CH:19][CH:20]=2)[N:15]([CH3:23])[CH:14]=1)([C:6]1[CH:7]=[CH:8][C:9]([F:12])=[CH:10][CH:11]=1)[CH2:4][CH3:5])[CH3:2]. The catalyst class is: 96.